The task is: Regression. Given a peptide amino acid sequence and an MHC pseudo amino acid sequence, predict their binding affinity value. This is MHC class I binding data.. This data is from Peptide-MHC class I binding affinity with 185,985 pairs from IEDB/IMGT. The peptide sequence is VMKRNFIDF. The MHC is HLA-A11:01 with pseudo-sequence HLA-A11:01. The binding affinity (normalized) is 0.0213.